Dataset: Catalyst prediction with 721,799 reactions and 888 catalyst types from USPTO. Task: Predict which catalyst facilitates the given reaction. (1) Reactant: [Br:1][C:2]1[S:3][C:4]([C:8]2[NH:12][CH:11]=[N:10][N:9]=2)=[C:5]([Br:7])[N:6]=1.[H-].[Na+].[CH3:15][Si:16]([CH2:19][CH2:20][O:21][CH2:22]Cl)([CH3:18])[CH3:17].CCOC(C)=O.CCCCCC. Product: [Br:1][C:2]1[S:3][C:4]([C:8]2[N:12]=[CH:11][N:10]([CH2:22][O:21][CH2:20][CH2:19][Si:16]([CH3:18])([CH3:17])[CH3:15])[N:9]=2)=[C:5]([Br:7])[N:6]=1. The catalyst class is: 3. (2) Reactant: [C:1]([O:5][C:6]([N:8]1[CH2:14][CH2:13][CH2:12][N:11]([C:15]2[CH:16]=[N:17][C:18]([N+:21]([O-])=O)=[CH:19][CH:20]=2)[CH2:10][CH2:9]1)=[O:7])([CH3:4])([CH3:3])[CH3:2].[H][H]. Product: [C:1]([O:5][C:6]([N:8]1[CH2:14][CH2:13][CH2:12][N:11]([C:15]2[CH:16]=[N:17][C:18]([NH2:21])=[CH:19][CH:20]=2)[CH2:10][CH2:9]1)=[O:7])([CH3:4])([CH3:2])[CH3:3]. The catalyst class is: 45. (3) Reactant: [F:1][C:2]1[C:10]([O:11][CH3:12])=[C:9]([F:13])[C:8]([F:14])=[CH:7][C:3]=1[C:4]([OH:6])=[O:5].[C:15](Cl)(=O)[C:16](Cl)=O.C(O)C.C([O-])(O)=O.[Na+]. Product: [CH2:15]([O:5][C:4](=[O:6])[C:3]1[CH:7]=[C:8]([F:14])[C:9]([F:13])=[C:10]([O:11][CH3:12])[C:2]=1[F:1])[CH3:16]. The catalyst class is: 120. (4) Reactant: [C:1]([C:5]1[CH:10]=[C:9]([OH:11])[CH:8]=[CH:7][C:6]=1[OH:12])([CH3:4])([CH3:3])[CH3:2].[C:13](Cl)(=[O:20])[C:14]1[CH:19]=[CH:18][CH:17]=[CH:16][CH:15]=1. Product: [C:13]([O:11][C:9]1[CH:8]=[CH:7][C:6]([OH:12])=[C:5]([C:1]([CH3:4])([CH3:2])[CH3:3])[CH:10]=1)(=[O:20])[C:14]1[CH:19]=[CH:18][CH:17]=[CH:16][CH:15]=1. The catalyst class is: 17. (5) Reactant: [C:1]([C:5]1[CH:13]=[C:12]([O:14][C:15]2[C:20]([CH3:21])=[CH:19][C:18]([CH3:22])=[CH:17][C:16]=2[CH3:23])[C:8]([C:9]([O-:11])=[O:10])=[CH:7][N:6]=1)([CH3:4])([CH3:3])[CH3:2].[OH-].[Na+]. Product: [C:1]([C:5]1[N:6]=[CH:7][C:8]([C:9]([OH:11])=[O:10])=[C:12]([O:14][C:15]2[C:20]([CH3:21])=[CH:19][C:18]([CH3:22])=[CH:17][C:16]=2[CH3:23])[CH:13]=1)([CH3:4])([CH3:3])[CH3:2]. The catalyst class is: 88. (6) Reactant: [OH:1][C@@:2]1([CH2:22][O:23][CH3:24])[CH2:7][CH2:6][CH2:5][CH2:4][C@H:3]1[N:8]1[C:12]([C:13]2[CH:18]=[CH:17][CH:16]=[CH:15][CH:14]=2)=[C:11]([C:19]([OH:21])=O)[N:10]=[CH:9]1.Cl.[C:26]1([N:31]2[C:35]3[CH:36]=[CH:37][CH:38]=[CH:39][C:34]=3[N:33]([CH2:40][CH2:41][C@H:42]3[NH:47][CH2:46][CH2:45][N:44]([C:48]([O:50][CH2:51][C:52]4[CH:57]=[CH:56][CH:55]=[CH:54][CH:53]=4)=[O:49])[CH2:43]3)[C:32]2=[O:58])[CH2:30][CH2:29][CH2:28][CH:27]=1.CCN=C=NCCCN(C)C.Cl.C1C=CC2N(O)N=NC=2C=1. Product: [C:26]1([N:31]2[C:35]3[CH:36]=[CH:37][CH:38]=[CH:39][C:34]=3[N:33]([CH2:40][CH2:41][C@H:42]3[N:47]([C:19]([C:11]4[N:10]=[CH:9][N:8]([C@@H:3]5[CH2:4][CH2:5][CH2:6][CH2:7][C@@:2]5([OH:1])[CH2:22][O:23][CH3:24])[C:12]=4[C:13]4[CH:18]=[CH:17][CH:16]=[CH:15][CH:14]=4)=[O:21])[CH2:46][CH2:45][N:44]([C:48]([O:50][CH2:51][C:52]4[CH:53]=[CH:54][CH:55]=[CH:56][CH:57]=4)=[O:49])[CH2:43]3)[C:32]2=[O:58])[CH2:30][CH2:29][CH2:28][CH:27]=1. The catalyst class is: 851. (7) Reactant: [O:1]=[Re:2](Cl)(Cl)Cl.C1(P([C:19]2[CH:24]=[CH:23][CH:22]=[CH:21][CH:20]=2)C2C=CC=CC=2)C=CC=CC=1.C1(P(C2C=CC=CC=2)C2C=CC=CC=2)C=CC=CC=1.C([CH:51]1[NH:55][CH2:54][CH2:53][O:52]1)C1C=CC=CC=1. Product: [O:1]([CH:51]1[NH:55][CH2:54][CH2:53][O:52]1)[C:19]1[CH:20]=[CH:21][CH:22]=[CH:23][CH:24]=1.[Re+5:2]. The catalyst class is: 48. (8) Reactant: [C:1]([NH:4][C:5]1[S:6][CH:7]=[CH:8][C:9]=1[C:10]([NH2:12])=[O:11])(=[O:3])[CH3:2].C1C(=O)N([Cl:20])C(=O)C1. Product: [C:1]([NH:4][C:5]1[S:6][C:7]([Cl:20])=[CH:8][C:9]=1[C:10]([NH2:12])=[O:11])(=[O:3])[CH3:2]. The catalyst class is: 52. (9) Reactant: Cl.Cl.[NH2:3][C@H:4]1[CH2:23][C:7]2[N:8]([CH2:17][C:18]3[CH:22]=[CH:21][S:20][N:19]=3)[C:9]3[CH:10]=[CH:11][C:12]([C:15]#[N:16])=[CH:13][C:14]=3[C:6]=2[CH2:5]1.C(N(CC)CC)C.N12CCN(CC1)CC2.[CH3:39][N:40]([CH3:45])[S:41](Cl)(=[O:43])=[O:42]. Product: [C:15]([C:12]1[CH:11]=[CH:10][C:9]2[N:8]([CH2:17][C:18]3[CH:22]=[CH:21][S:20][N:19]=3)[C:7]3[CH2:23][C@H:4]([NH:3][S:41]([N:40]([CH3:45])[CH3:39])(=[O:43])=[O:42])[CH2:5][C:6]=3[C:14]=2[CH:13]=1)#[N:16]. The catalyst class is: 373. (10) Reactant: [CH3:1][O:2][C:3]1[CH:4]=[C:5]([CH2:11][CH2:12][C:13]([NH2:15])=O)[CH:6]=[CH:7][C:8]=1[O:9][CH3:10].P12(SP3(SP(SP(S3)(S1)=S)(=S)S2)=S)=[S:17]. Product: [CH3:1][O:2][C:3]1[CH:4]=[C:5]([CH2:11][CH2:12][C:13]([NH2:15])=[S:17])[CH:6]=[CH:7][C:8]=1[O:9][CH3:10]. The catalyst class is: 1.